This data is from Reaction yield outcomes from USPTO patents with 853,638 reactions. The task is: Predict the reaction yield, written as a fraction of the theoretical maximum amount of product (1.0 means a 100% yield; for example, 0.34 means a 34% yield). The reactants are [CH3:1][C:2]1([CH3:21])[C:6]2([CH2:11][CH2:10][C:9](B3OC(C)(C)C(C)(C)O3)=[CH:8][CH2:7]2)[CH2:5][CH2:4][O:3]1.I[C:23]1[C:27]([CH2:28][N:29]([CH3:41])[CH2:30][CH2:31][N:32]([CH3:40])[C:33](=[O:39])[O:34][C:35]([CH3:38])([CH3:37])[CH3:36])=[CH:26][N:25]([CH:42]2[CH2:47][CH2:46][CH2:45][CH2:44][O:43]2)[N:24]=1.C(=O)([O-])[O-].[K+].[K+].O1CCOCC1. The catalyst is C1C=CC(P(C2C=CC=CC=2)[C-]2C=CC=C2)=CC=1.C1C=CC(P(C2C=CC=CC=2)[C-]2C=CC=C2)=CC=1.Cl[Pd]Cl.[Fe+2].O. The product is [CH3:21][C:2]1([CH3:1])[C:6]2([CH2:11][CH2:10][C:9]([C:23]3[C:27]([CH2:28][N:29]([CH3:41])[CH2:30][CH2:31][N:32]([CH3:40])[C:33](=[O:39])[O:34][C:35]([CH3:38])([CH3:37])[CH3:36])=[CH:26][N:25]([CH:42]4[CH2:47][CH2:46][CH2:45][CH2:44][O:43]4)[N:24]=3)=[CH:8][CH2:7]2)[CH2:5][CH2:4][O:3]1. The yield is 0.530.